From a dataset of Full USPTO retrosynthesis dataset with 1.9M reactions from patents (1976-2016). Predict the reactants needed to synthesize the given product. (1) Given the product [NH2:1][C:2]1[CH:7]=[C:6]([CH3:8])[C:5]([Br:10])=[C:4]([CH3:9])[N:3]=1, predict the reactants needed to synthesize it. The reactants are: [NH2:1][C:2]1[CH:7]=[C:6]([CH3:8])[CH:5]=[C:4]([CH3:9])[N:3]=1.[Br:10]N1C(=O)CCC1=O. (2) Given the product [NH2:15][C:16]1[S:17][C:18]2[C:23]([N:24]([CH3:32])[C@H:25]([CH2:28][CH:29]([CH3:30])[CH3:31])[CH2:26][OH:27])=[N:22][C:21]([O:5][CH2:4][C:3]3[CH:6]=[CH:7][CH:8]=[CH:9][C:2]=3[CH3:1])=[N:20][C:19]=2[N:43]=1, predict the reactants needed to synthesize it. The reactants are: [CH3:1][C:2]1[CH:9]=[CH:8][CH:7]=[CH:6][C:3]=1[CH2:4][OH:5].C([Li])CCC.[NH2:15][C:16]1[S:17][C:18]2[C:23]([N:24]([CH3:32])[C@H:25]([CH2:28][CH:29]([CH3:31])[CH3:30])[CH2:26][OH:27])=[N:22][C:21](S(CC3C=CC=CC=3)(=O)=O)=[N:20][C:19]=2[N:43]=1.[NH4+].[Cl-]. (3) Given the product [C:1]([NH:4][C:5]1[S:6][C:7]([Br:41])=[C:8]([CH2:10][CH2:11][C:12]2[CH:13]=[CH:14][C:15]([NH:18][CH:19]([NH:20][C:21](=[O:27])[O:22][C:23]([CH3:24])([CH3:25])[CH3:26])[NH:28][C:29](=[O:35])[O:30][C:31]([CH3:34])([CH3:33])[CH3:32])=[CH:16][CH:17]=2)[N:9]=1)(=[O:3])[CH3:2], predict the reactants needed to synthesize it. The reactants are: [C:1]([NH:4][C:5]1[S:6][CH:7]=[C:8]([CH2:10][CH2:11][C:12]2[CH:17]=[CH:16][C:15]([NH:18][CH:19]([NH:28][C:29](=[O:35])[O:30][C:31]([CH3:34])([CH3:33])[CH3:32])[NH:20][C:21](=[O:27])[O:22][C:23]([CH3:26])([CH3:25])[CH3:24])=[CH:14][CH:13]=2)[N:9]=1)(=[O:3])[CH3:2].O1CCCC1.[Br:41]N1C(=O)CCC1=O. (4) Given the product [CH2:1]([N:8]([C@H:18]1[CH2:22][O:21][C@@H:20]2[C@H:23]([OH:26])[CH2:24][O:25][C@H:19]12)[C:9]([NH:11][CH:12]1[CH2:13][CH2:14][CH2:15][CH2:16][CH2:17]1)=[O:10])[C:2]1[CH:7]=[CH:6][CH:5]=[CH:4][CH:3]=1, predict the reactants needed to synthesize it. The reactants are: [CH2:1]([N:8]([C@H:18]1[CH2:22][O:21][C@@H:20]2[C@H:23]([O:26][Si](C(C)(C)C)(C)C)[CH2:24][O:25][C@H:19]12)[C:9]([NH:11][CH:12]1[CH2:17][CH2:16][CH2:15][CH2:14][CH2:13]1)=[O:10])[C:2]1[CH:7]=[CH:6][CH:5]=[CH:4][CH:3]=1.Cl.[OH-].[Na+]. (5) The reactants are: [F:1][C:2]1([F:26])[CH2:8][N:7]([C:9]2[N:13]([CH3:14])[N:12]=[CH:11][C:10]=2[N+:15]([O-:17])=[O:16])[CH2:6][CH2:5][CH:4]([NH:18]C(=O)OC(C)(C)C)[CH2:3]1.Cl.O1CCOCC1. Given the product [F:26][C:2]1([F:1])[CH2:8][N:7]([C:9]2[N:13]([CH3:14])[N:12]=[CH:11][C:10]=2[N+:15]([O-:17])=[O:16])[CH2:6][CH2:5][CH:4]([NH2:18])[CH2:3]1, predict the reactants needed to synthesize it. (6) Given the product [CH2:16]([N:13]1[CH:12]=[CH:11][N:10]=[C:9]1[CH2:8][C:7]1[CH:14]=[CH:15][C:4]([N+:1]([O-:3])=[O:2])=[CH:5][CH:6]=1)[CH3:17], predict the reactants needed to synthesize it. The reactants are: [N+:1]([C:4]1[CH:15]=[CH:14][C:7]([CH2:8][C:9]2[NH:10][CH:11]=[CH:12][N:13]=2)=[CH:6][CH:5]=1)([O-:3])=[O:2].[CH:16](N(CC)C(C)C)(C)[CH3:17].C(I)C. (7) Given the product [C:15]([O:14][C:10]([NH:11][N:12]=[CH:6][C:5]1[CH:8]=[CH:9][C:2]([OH:1])=[CH:3][CH:4]=1)=[O:13])([CH3:18])([CH3:17])[CH3:16], predict the reactants needed to synthesize it. The reactants are: [OH:1][C:2]1[CH:9]=[CH:8][C:5]([CH:6]=O)=[CH:4][CH:3]=1.[C:10]([O:14][C:15]([CH3:18])([CH3:17])[CH3:16])(=[O:13])[NH:11][NH2:12].Cl. (8) Given the product [Cl:25][C:26]1[CH:33]=[C:32]([Cl:34])[CH:31]=[CH:30][C:27]=1[CH:28]([OH:29])[CH2:1][C:2]1[C:11]2[C:6](=[CH:7][C:8]([C:12]#[N:13])=[CH:9][CH:10]=2)[O:5][C:4](=[O:14])[CH:3]=1, predict the reactants needed to synthesize it. The reactants are: [CH3:1][C:2]1[C:11]2[C:6](=[CH:7][C:8]([C:12]#[N:13])=[CH:9][CH:10]=2)[O:5][C:4](=[O:14])[CH:3]=1.[Li+].C[Si]([N-][Si](C)(C)C)(C)C.[Cl:25][C:26]1[CH:33]=[C:32]([Cl:34])[CH:31]=[CH:30][C:27]=1[CH:28]=[O:29].